This data is from Reaction yield outcomes from USPTO patents with 853,638 reactions. The task is: Predict the reaction yield, written as a fraction of the theoretical maximum amount of product (1.0 means a 100% yield; for example, 0.34 means a 34% yield). The reactants are [Br:1][C:2]1[CH:7]=[CH:6][C:5]([S:8]([NH:11][C:12]2[CH:13]=[N:14][CH:15]=[C:16](Br)[CH:17]=2)(=[O:10])=[O:9])=[C:4]([Cl:19])[CH:3]=1.[B:20]1([B:20]2[O:24][C:23]([CH3:26])([CH3:25])[C:22]([CH3:28])([CH3:27])[O:21]2)[O:24][C:23]([CH3:26])([CH3:25])[C:22]([CH3:28])([CH3:27])[O:21]1.C([O-])(=O)C.[K+]. The catalyst is O1CCOCC1.C1C=CC(P(C2C=CC=CC=2)[C-]2C=CC=C2)=CC=1.C1C=CC(P(C2C=CC=CC=2)[C-]2C=CC=C2)=CC=1.Cl[Pd]Cl.[Fe+2].C(Cl)Cl. The product is [Br:1][C:2]1[CH:7]=[CH:6][C:5]([S:8]([NH:11][C:12]2[CH:13]=[N:14][CH:15]=[C:16]([B:20]3[O:24][C:23]([CH3:26])([CH3:25])[C:22]([CH3:28])([CH3:27])[O:21]3)[CH:17]=2)(=[O:10])=[O:9])=[C:4]([Cl:19])[CH:3]=1. The yield is 0.400.